This data is from Forward reaction prediction with 1.9M reactions from USPTO patents (1976-2016). The task is: Predict the product of the given reaction. (1) The product is: [CH3:23][N:17]1[CH2:16][C:15]2[C:19](=[CH:20][CH:21]=[C:13]([C:11]3[S:12][C:8]([C:4]4[CH:3]=[C:2]([NH:1][S:33]([C:28]5[CH:29]=[CH:30][CH:31]=[CH:32][C:27]=5[O:26][C:25]([F:24])([F:37])[F:38])(=[O:35])=[O:34])[CH:7]=[N:6][CH:5]=4)=[CH:9][CH:10]=3)[CH:14]=2)[C:18]1=[O:22]. Given the reactants [NH2:1][C:2]1[CH:3]=[C:4]([C:8]2[S:12][C:11]([C:13]3[CH:14]=[C:15]4[C:19](=[CH:20][CH:21]=3)[C:18](=[O:22])[N:17]([CH3:23])[CH2:16]4)=[CH:10][CH:9]=2)[CH:5]=[N:6][CH:7]=1.[F:24][C:25]([F:38])([F:37])[O:26][C:27]1[CH:32]=[CH:31][CH:30]=[CH:29][C:28]=1[S:33](Cl)(=[O:35])=[O:34], predict the reaction product. (2) Given the reactants [Br:1][C:2]1[CH:3]=[C:4]([CH:11]=[C:12]([C:15]#[C:16][CH2:17][O:18][CH3:19])[C:13]=1[CH3:14])[C:5]([NH:7][CH:8]1[CH2:10][CH2:9]1)=[O:6].C(N(CC)CC)C, predict the reaction product. The product is: [Br:1][C:2]1[CH:3]=[C:4]([CH:11]=[C:12]([CH2:15][CH2:16][CH2:17][O:18][CH3:19])[C:13]=1[CH3:14])[C:5]([NH:7][CH:8]1[CH2:10][CH2:9]1)=[O:6]. (3) Given the reactants Cl[C:2]1[N:7]=[C:6]([N:8]2[CH2:12][CH2:11][CH2:10][CH:9]2[C:13]2[O:17][N:16]=[C:15]([C:18]3[CH:23]=[CH:22][CH:21]=[CH:20][N:19]=3)[CH:14]=2)[N:5]=[C:4]([NH:24][C:25]2[NH:29][N:28]=[C:27]([CH3:30])[CH:26]=2)[CH:3]=1.[C:31]([O:35][C:36]([N:38]1[CH2:41][C:40]2([CH2:46][CH2:45][NH:44][CH2:43][CH2:42]2)[CH2:39]1)=[O:37])([CH3:34])([CH3:33])[CH3:32], predict the reaction product. The product is: [C:31]([O:35][C:36]([N:38]1[CH2:41][C:40]2([CH2:46][CH2:45][N:44]([C:2]3[N:7]=[C:6]([N:8]4[CH2:12][CH2:11][CH2:10][CH:9]4[C:13]4[O:17][N:16]=[C:15]([C:18]5[CH:23]=[CH:22][CH:21]=[CH:20][N:19]=5)[CH:14]=4)[N:5]=[C:4]([NH:24][C:25]4[CH:26]=[C:27]([CH3:30])[NH:28][N:29]=4)[CH:3]=3)[CH2:43][CH2:42]2)[CH2:39]1)=[O:37])([CH3:34])([CH3:32])[CH3:33]. (4) Given the reactants Br[C:2]1[CH:3]=[C:4]([NH:10][C:11]2[CH:15]=[C:14]([CH2:16][O:17][CH3:18])[N:13]([CH3:19])[N:12]=2)[C:5](=[O:9])[N:6]([CH3:8])[CH:7]=1.[CH3:20][C:21]1([CH3:37])[C:25]([CH3:27])([CH3:26])[O:24][B:23]([B:23]2[O:24][C:25]([CH3:27])([CH3:26])[C:21]([CH3:37])([CH3:20])[O:22]2)[O:22]1.CC(C1C=C(C(C)C)C(C2C=CC=CC=2P(C2CCCCC2)C2CCCCC2)=C(C(C)C)C=1)C.C([O-])(=O)C, predict the reaction product. The product is: [CH3:18][O:17][CH2:16][C:14]1[N:13]([CH3:19])[N:12]=[C:11]([NH:10][C:4]2[C:5](=[O:9])[N:6]([CH3:8])[CH:7]=[C:2]([B:23]3[O:24][C:25]([CH3:27])([CH3:26])[C:21]([CH3:37])([CH3:20])[O:22]3)[CH:3]=2)[CH:15]=1. (5) The product is: [CH2:10]([O:7][C:6](=[O:8])[CH2:5][S:2]([CH3:1])(=[O:4])=[O:3])[CH3:11]. Given the reactants [CH3:1][S:2]([CH2:5][C:6]([OH:8])=[O:7])(=[O:4])=[O:3].Cl.[CH2:10](O)[CH3:11], predict the reaction product. (6) The product is: [CH2:1]([O:3][CH:4]([O:22][CH2:23][CH3:24])[C:5]1[O:13][C:12]2[C:11]([C:14]3[CH:21]=[CH:20][CH:19]=[C:16]([CH2:17][N:25]4[CH2:30][CH2:29][O:28][CH2:27][CH2:26]4)[CH:15]=3)=[CH:10][N:9]=[CH:8][C:7]=2[CH:6]=1)[CH3:2]. Given the reactants [CH2:1]([O:3][CH:4]([O:22][CH2:23][CH3:24])[C:5]1[O:13][C:12]2[C:11]([C:14]3[CH:15]=[C:16]([CH:19]=[CH:20][CH:21]=3)[CH:17]=O)=[CH:10][N:9]=[CH:8][C:7]=2[CH:6]=1)[CH3:2].[NH:25]1[CH2:30][CH2:29][O:28][CH2:27][CH2:26]1.C(O)(=O)C.C(O[BH-](OC(=O)C)OC(=O)C)(=O)C.[Na+], predict the reaction product. (7) Given the reactants [F:1][C:2]1[CH:11]=[C:10]2[C:5]([C:6](=[O:21])[CH:7]=[C:8]([C:12]([NH:14][CH:15]3[CH2:20][CH2:19][NH:18][CH2:17][CH2:16]3)=[O:13])[O:9]2)=[CH:4][CH:3]=1.[O:22]1[C:26]2[CH:27]=[CH:28][C:29]([CH:31]=O)=[CH:30][C:25]=2[CH2:24][CH2:23]1.[BH-](OC(C)=O)(OC(C)=O)OC(C)=O.[Na+], predict the reaction product. The product is: [O:22]1[C:26]2[CH:27]=[CH:28][C:29]([CH2:31][N:18]3[CH2:19][CH2:20][CH:15]([NH:14][C:12]([C:8]4[O:9][C:10]5[C:5]([C:6](=[O:21])[CH:7]=4)=[CH:4][CH:3]=[C:2]([F:1])[CH:11]=5)=[O:13])[CH2:16][CH2:17]3)=[CH:30][C:25]=2[CH2:24][CH2:23]1. (8) Given the reactants [NH2:1][C@H:2]([CH2:25][CH3:26])[C:3]([NH:5][C:6]1[CH:7]=[N:8][C:9]([O:12][C:13]2[C:18]3[C:19]4([CH2:22][O:23][C:17]=3[C:16]([CH3:24])=[CH:15][CH:14]=2)[CH2:21][CH2:20]4)=[CH:10][CH:11]=1)=[O:4].Cl[C:28](Cl)([O:30]C(=O)OC(Cl)(Cl)Cl)Cl, predict the reaction product. The product is: [CH2:25]([C@H:2]1[NH:1][C:28](=[O:30])[N:5]([C:6]2[CH:7]=[N:8][C:9]([O:12][C:13]3[C:18]4[C:19]5([CH2:22][O:23][C:17]=4[C:16]([CH3:24])=[CH:15][CH:14]=3)[CH2:21][CH2:20]5)=[CH:10][CH:11]=2)[C:3]1=[O:4])[CH3:26]. (9) Given the reactants [CH2:1]([O:8][C:9]1[C:14]([N+:15]([O-:17])=[O:16])=[C:13](Cl)[CH:12]=[CH:11][N:10]=1)[C:2]1[CH:7]=[CH:6][CH:5]=[CH:4][CH:3]=1.[Cl:19][C:20]1[CH:25]=[C:24]([O:26][CH3:27])[C:23]([CH3:28])=[CH:22][C:21]=1B(O)O, predict the reaction product. The product is: [CH2:1]([O:8][C:9]1[C:14]([N+:15]([O-:17])=[O:16])=[C:13]([C:21]2[CH:22]=[C:23]([CH3:28])[C:24]([O:26][CH3:27])=[CH:25][C:20]=2[Cl:19])[CH:12]=[CH:11][N:10]=1)[C:2]1[CH:7]=[CH:6][CH:5]=[CH:4][CH:3]=1. (10) Given the reactants C(OC([N:8]1[CH2:12][CH2:11][CH2:10][C@@H:9]1[CH2:13][O:14][C:15]1[CH:20]=[CH:19][C:18]([C:21](=[O:28])[C:22]2[CH:27]=[CH:26][CH:25]=[CH:24][CH:23]=2)=[CH:17][CH:16]=1)=O)(C)(C)C.Cl, predict the reaction product. The product is: [C:22]1([C:21]([C:18]2[CH:19]=[CH:20][C:15]([O:14][CH2:13][C@H:9]3[CH2:10][CH2:11][CH2:12][NH:8]3)=[CH:16][CH:17]=2)=[O:28])[CH:23]=[CH:24][CH:25]=[CH:26][CH:27]=1.